From a dataset of Reaction yield outcomes from USPTO patents with 853,638 reactions. Predict the reaction yield, written as a fraction of the theoretical maximum amount of product (1.0 means a 100% yield; for example, 0.34 means a 34% yield). The reactants are [F:1][C:2]1[CH:7]=[CH:6][C:5]([N:8]2[CH2:13][CH2:12][N:11]([S:14]([C:17]3[CH:18]=[C:19]([C:23]4[CH2:28][CH2:27][N:26]([C:29]([O:31][C:32]([CH3:35])([CH3:34])[CH3:33])=[O:30])[CH2:25][CH:24]=4)[CH:20]=[CH:21][CH:22]=3)(=[O:16])=[O:15])[C@H:10]([CH3:36])[CH2:9]2)=[C:4]([C:37]([F:40])([F:39])[F:38])[CH:3]=1. The catalyst is CO.[Pd]. The product is [F:1][C:2]1[CH:7]=[CH:6][C:5]([N:8]2[CH2:13][CH2:12][N:11]([S:14]([C:17]3[CH:18]=[C:19]([CH:23]4[CH2:28][CH2:27][N:26]([C:29]([O:31][C:32]([CH3:33])([CH3:34])[CH3:35])=[O:30])[CH2:25][CH2:24]4)[CH:20]=[CH:21][CH:22]=3)(=[O:15])=[O:16])[C@H:10]([CH3:36])[CH2:9]2)=[C:4]([C:37]([F:40])([F:38])[F:39])[CH:3]=1. The yield is 0.920.